Dataset: Full USPTO retrosynthesis dataset with 1.9M reactions from patents (1976-2016). Task: Predict the reactants needed to synthesize the given product. (1) Given the product [F:26][C:25]([F:28])([F:27])[C:23]([OH:29])=[O:24].[NH2:22][C:18]1[C:19]([CH:20]=[O:21])=[C:14]([N:11]2[CH2:10][CH2:9][NH:8][CH2:13][CH2:12]2)[N:15]=[CH:16][N:17]=1, predict the reactants needed to synthesize it. The reactants are: C(OC([N:8]1[CH2:13][CH2:12][N:11]([C:14]2[C:19]([CH:20]=[O:21])=[C:18]([NH2:22])[N:17]=[CH:16][N:15]=2)[CH2:10][CH2:9]1)=O)(C)(C)C.[C:23]([OH:29])([C:25]([F:28])([F:27])[F:26])=[O:24].C(Cl)Cl. (2) Given the product [C:1]([O:5][C:6](=[O:7])[NH:8][C@H:9]([C:10](=[O:11])[NH:12][CH2:13][C:14](=[O:15])[N:16]1[C:24]2[C:19](=[CH:20][CH:21]=[CH:22][CH:23]=2)[CH2:18][C@H:17]1[C:25](=[O:27])[NH:38][CH2:37][C:35]1[N:34]=[N:33][NH:32][CH:36]=1)[C@@H:28]([CH3:31])[CH2:29][CH3:30])([CH3:4])([CH3:2])[CH3:3], predict the reactants needed to synthesize it. The reactants are: [C:1]([O:5][C:6]([NH:8][C@@H:9]([C@@H:28]([CH3:31])[CH2:29][CH3:30])[C:10]([NH:12][CH2:13][C:14]([N:16]1[C:24]2[C:19](=[CH:20][CH:21]=[CH:22][CH:23]=2)[CH2:18][C@H:17]1[C:25]([OH:27])=O)=[O:15])=[O:11])=[O:7])([CH3:4])([CH3:3])[CH3:2].[N:32]1[NH:33][N:34]=[C:35]([CH2:37][NH2:38])[CH:36]=1.Cl. (3) Given the product [Cl:19][C:17]1[CH:16]=[CH:15][N:14]=[C:13]([C:8]2[CH:7]=[C:6]([Cl:5])[CH:11]=[CH:10][N:9]=2)[CH:18]=1, predict the reactants needed to synthesize it. The reactants are: P(Cl)(Cl)Cl.[Cl:5][C:6]1[CH:7]=[C:8]([C:13]2[N+:14]([O-])=[CH:15][CH:16]=[C:17]([Cl:19])[CH:18]=2)[N+:9]([O-])=[CH:10][CH:11]=1.[OH-].[Na+]. (4) Given the product [N:11]1([C@@H:12]([CH2:13][C:14]([O:16][CH3:17])=[O:15])[C:18]([O:20][CH3:21])=[O:19])[CH:24]=[CH:28][CH:27]=[CH:26]1, predict the reactants needed to synthesize it. The reactants are: C(O)(=O)C.C([O-])(=O)C.[Na+].Cl.[NH2:11][C@H:12]([C:18]([O:20][CH3:21])=[O:19])[CH2:13][C:14]([O:16][CH3:17])=[O:15].CO[CH:24]1[CH2:28][CH2:27][CH:26](OC)O1.